Dataset: Full USPTO retrosynthesis dataset with 1.9M reactions from patents (1976-2016). Task: Predict the reactants needed to synthesize the given product. (1) Given the product [O:19]=[C:15]1[CH2:14][O:13][C:12]2[CH:11]=[N:10][C:9]([CH:8]=[O:21])=[N:18][C:17]=2[NH:16]1, predict the reactants needed to synthesize it. The reactants are: C1(/C=[CH:8]/[C:9]2[N:10]=[CH:11][C:12]3[O:13][CH2:14][C:15](=[O:19])[NH:16][C:17]=3[N:18]=2)C=CC=CC=1.I([O-])(=O)(=O)=[O:21].[Na+]. (2) Given the product [NH2:42][C:38]1[CH:39]=[CH:40][C:41]2[C:32]3[C:33]([C:45](=[O:46])[N:30]([C:27]4[CH:28]=[CH:29][C:24]([O:23][CH3:22])=[CH:25][CH:26]=4)[N:31]=3)=[CH:34][NH:35][C:36]=2[CH:37]=1, predict the reactants needed to synthesize it. The reactants are: NC1C=CC2C3C(C(=O)N(C4C=CC=CC=4)N=3)=CNC=2C=1.[CH3:22][O:23][C:24]1[CH:29]=[CH:28][C:27]([N:30]2[C:45](=[O:46])[C:33]3=[CH:34][NH:35][C:36]4[CH:37]=[C:38]([N+:42]([O-])=O)[CH:39]=[CH:40][C:41]=4[C:32]3=[N:31]2)=[CH:26][CH:25]=1.